From a dataset of Catalyst prediction with 721,799 reactions and 888 catalyst types from USPTO. Predict which catalyst facilitates the given reaction. Reactant: [CH:1](/[Mg]Br)=[CH:2]/C.[N:6]1([CH:11]([CH3:14])[C:12]#N)[CH2:10][CH2:9][CH2:8][CH2:7]1.O.C(O)(=O)C. Product: [CH3:14][CH:11]([N:6]1[CH2:10][CH2:9][CH2:8][CH2:7]1)/[CH:12]=[CH:1]\[CH3:2]. The catalyst class is: 680.